From a dataset of Peptide-MHC class I binding affinity with 185,985 pairs from IEDB/IMGT. Regression. Given a peptide amino acid sequence and an MHC pseudo amino acid sequence, predict their binding affinity value. This is MHC class I binding data. The peptide sequence is YRVRNVQTL. The MHC is HLA-B15:01 with pseudo-sequence HLA-B15:01. The binding affinity (normalized) is 0.0847.